Dataset: Forward reaction prediction with 1.9M reactions from USPTO patents (1976-2016). Task: Predict the product of the given reaction. Given the reactants [Cl:1][C:2]1[N:7]=[CH:6][C:5]([CH2:8][N:9]([CH:13](O)[CH3:14])[CH2:10][CH2:11][CH3:12])=[CH:4][CH:3]=1.S(Cl)([Cl:18])=O, predict the reaction product. The product is: [Cl:1][C:2]1[N:7]=[CH:6][C:5]([CH2:8][N:9]([CH2:13][CH2:14][Cl:18])[CH2:10][CH2:11][CH3:12])=[CH:4][CH:3]=1.